Dataset: Reaction yield outcomes from USPTO patents with 853,638 reactions. Task: Predict the reaction yield, written as a fraction of the theoretical maximum amount of product (1.0 means a 100% yield; for example, 0.34 means a 34% yield). (1) The reactants are Br[CH2:2][CH2:3][O:4][C:5]1[CH:10]=[CH:9][C:8]([NH:11][C:12](=[O:20])[C:13]2[CH:18]=[CH:17][CH:16]=[C:15]([F:19])[CH:14]=2)=[CH:7][C:6]=1[C:21]1[N:22]([CH3:26])[N:23]=[CH:24][CH:25]=1.[C:27]([N:30]1[CH2:35][CH2:34][NH:33][CH2:32][CH2:31]1)(=[O:29])[CH3:28].C(=O)([O-])[O-].[K+].[K+]. The catalyst is CN(C=O)C. The product is [C:27]([N:30]1[CH2:35][CH2:34][N:33]([CH2:2][CH2:3][O:4][C:5]2[CH:10]=[CH:9][C:8]([NH:11][C:12](=[O:20])[C:13]3[CH:18]=[CH:17][CH:16]=[C:15]([F:19])[CH:14]=3)=[CH:7][C:6]=2[C:21]2[N:22]([CH3:26])[N:23]=[CH:24][CH:25]=2)[CH2:32][CH2:31]1)(=[O:29])[CH3:28]. The yield is 0.640. (2) The reactants are [NH2:1][C:2]1[CH:7]=[C:6]([F:8])[CH:5]=[C:4]([NH2:9])[C:3]=1[NH:10][CH2:11][CH2:12][CH2:13][OH:14].Cl.[Cl:16][C:17]1[CH:22]=[C:21]([Cl:23])[CH:20]=[CH:19][C:18]=1[CH:24]([OH:29])[C:25](=N)OC.[CH:30](=O)[CH3:31].[C:33](O[BH-](OC(=O)C)OC(=O)C)(=O)[CH3:34].[Na+]. The catalyst is C(O)C.C(=O)([O-])O.[Na+].CO. The product is [Cl:16][C:17]1[CH:22]=[C:21]([Cl:23])[CH:20]=[CH:19][C:18]=1[CH:24]([OH:29])[C:25]1[N:10]([CH2:11][CH2:12][CH2:13][OH:14])[C:3]2[C:2]([N:1]([CH2:30][CH3:31])[CH2:33][CH3:34])=[CH:7][C:6]([F:8])=[CH:5][C:4]=2[N:9]=1. The yield is 0.170.